Dataset: Full USPTO retrosynthesis dataset with 1.9M reactions from patents (1976-2016). Task: Predict the reactants needed to synthesize the given product. (1) Given the product [NH2:1][C:2]1[C:3]([C:4]#[N:5])=[C:6]([CH:7]=[CH:8][CH:9]=1)[O:10][C@H:11]1[CH2:16][CH2:15][C@H:14]([CH2:17][NH:18][C:22](=[O:23])[CH2:21][O:20][CH3:19])[CH2:13][CH2:12]1, predict the reactants needed to synthesize it. The reactants are: [NH2:1][C:2]1[CH:9]=[CH:8][CH:7]=[C:6]([O:10][C@H:11]2[CH2:16][CH2:15][C@H:14]([CH2:17][NH2:18])[CH2:13][CH2:12]2)[C:3]=1[C:4]#[N:5].[CH3:19][O:20][CH2:21][C:22](O)=[O:23]. (2) Given the product [F:37][C:31]1[CH:32]=[C:33]([F:36])[CH:34]=[CH:35][C:30]=1[C:23]1[N:24]=[C:25]2[CH2:29][CH2:28][CH2:27][N:26]2[C:22]=1[C:19]1[CH:20]=[CH:21][C:16]2[N:17]([C:13]([C:10]([CH3:12])([CH3:11])[CH2:9][OH:8])=[N:14][N:15]=2)[N:18]=1, predict the reactants needed to synthesize it. The reactants are: [Si]([O:8][CH2:9][C:10]([C:13]1[N:17]2[N:18]=[C:19]([C:22]3[N:26]4[CH2:27][CH2:28][CH2:29][C:25]4=[N:24][C:23]=3[C:30]3[CH:35]=[CH:34][C:33]([F:36])=[CH:32][C:31]=3[F:37])[CH:20]=[CH:21][C:16]2=[N:15][N:14]=1)([CH3:12])[CH3:11])(C(C)(C)C)(C)C.CCCC[N+](CCCC)(CCCC)CCCC.[F-]. (3) Given the product [CH3:12][O:11][C:3]1[CH:4]=[C:5]([N+:8]([O-:10])=[O:9])[CH:6]=[CH:7][C:2]=1[C:22]1[S:18][CH:19]=[N:20][CH:21]=1, predict the reactants needed to synthesize it. The reactants are: Br[C:2]1[CH:7]=[CH:6][C:5]([N+:8]([O-:10])=[O:9])=[CH:4][C:3]=1[O:11][CH3:12].C([O-])(=O)C.[K+].[S:18]1[CH:22]=[CH:21][N:20]=[CH:19]1. (4) Given the product [CH2:1]([O:3][C:4](=[O:12])[C:5]1[CH:10]=[CH:9][C:8]([N:11]=[CH:17][C:16]2[CH:19]=[C:20]([O:22][CH3:23])[CH:21]=[C:14]([Br:13])[CH:15]=2)=[CH:7][CH:6]=1)[CH3:2], predict the reactants needed to synthesize it. The reactants are: [CH2:1]([O:3][C:4](=[O:12])[C:5]1[CH:10]=[CH:9][C:8]([NH2:11])=[CH:7][CH:6]=1)[CH3:2].[Br:13][C:14]1[CH:15]=[C:16]([CH:19]=[C:20]([O:22][CH3:23])[CH:21]=1)[CH:17]=O. (5) Given the product [C:3]([C:5]1[N:6]([CH2:18][CH2:19][NH:20][C:21](=[O:27])[O:22][C:23]([CH3:26])([CH3:25])[CH3:24])[C:7]2[C:12]([CH:13]=1)=[CH:11][CH:10]=[C:9]([S:14][CH3:15])[CH:8]=2)(=[O:4])[CH:2]([CH3:16])[CH3:1], predict the reactants needed to synthesize it. The reactants are: [CH3:1][CH:2]([CH3:16])[C:3]([C:5]1[NH:6][C:7]2[C:12]([CH:13]=1)=[CH:11][CH:10]=[C:9]([S:14][CH3:15])[CH:8]=2)=[O:4].Br[CH2:18][CH2:19][NH:20][C:21](=[O:27])[O:22][C:23]([CH3:26])([CH3:25])[CH3:24]. (6) Given the product [C:32]([O:36][C:37]([N:39]1[CH2:44][CH2:43][N:42]([C:45]2[CH:50]=[CH:49][C:48]([NH:51][C:52]3[C:53]4[N:54]([N:59]=[CH:60][N:61]=4)[C:55]([C:71]4[CH:72]=[C:73]5[C:77](=[CH:78][CH:79]=4)[C:76](=[O:80])[NH:75][CH2:74]5)=[CH:56][N:57]=3)=[CH:47][CH:46]=2)[C:41](=[O:62])[CH2:40]1)=[O:38])([CH3:35])([CH3:34])[CH3:33], predict the reactants needed to synthesize it. The reactants are: CN1CCN(C2C=CC(NC3C4N(N=CN=4)C(C4C=C(C(N)=O)SC=4)=CN=3)=CC=2)CC1.[C:32]([O:36][C:37]([N:39]1[CH2:44][CH2:43][N:42]([C:45]2[CH:50]=[CH:49][C:48]([NH:51][C:52]3[C:53]4[N:54]([N:59]=[CH:60][N:61]=4)[C:55](Br)=[CH:56][N:57]=3)=[CH:47][CH:46]=2)[C:41](=[O:62])[CH2:40]1)=[O:38])([CH3:35])([CH3:34])[CH3:33].CC1(C)C(C)(C)OB([C:71]2[CH:72]=[C:73]3[C:77](=[CH:78][CH:79]=2)[C:76](=[O:80])[NH:75][CH2:74]3)O1.C([O-])([O-])=O.[Na+].[Na+]. (7) The reactants are: [CH3:1][O:2][C:3]([C:5]1[CH2:6][NH:7][CH2:8][CH2:9][C:10]=1[NH:11][CH:12]([C:14]1[CH:19]=[CH:18][CH:17]=[CH:16][CH:15]=1)[CH3:13])=[O:4].CCN(C(C)C)C(C)C.[C:29](O[C:29]([O:31][C:32]([CH3:35])([CH3:34])[CH3:33])=[O:30])([O:31][C:32]([CH3:35])([CH3:34])[CH3:33])=[O:30].C(=O)(O)[O-].[Na+]. Given the product [CH3:1][O:2][C:3]([C:5]1[CH2:6][N:7]([C:29]([O:31][C:32]([CH3:35])([CH3:34])[CH3:33])=[O:30])[CH2:8][CH2:9][C:10]=1[NH:11][CH:12]([C:14]1[CH:15]=[CH:16][CH:17]=[CH:18][CH:19]=1)[CH3:13])=[O:4], predict the reactants needed to synthesize it. (8) Given the product [CH3:1][S:2]([C:5]1[CH:10]=[CH:9][C:8]([C:11]2[CH:12]=[CH:13][C:14]([O:17][CH2:18][CH:19]3[CH2:24][CH2:23][N:22]([C:31]([C:26]4[CH:27]=[CH:28][CH:29]=[CH:30][N:25]=4)=[O:32])[CH2:21][CH2:20]3)=[N:15][CH:16]=2)=[CH:7][CH:6]=1)(=[O:3])=[O:4], predict the reactants needed to synthesize it. The reactants are: [CH3:1][S:2]([C:5]1[CH:10]=[CH:9][C:8]([C:11]2[CH:12]=[CH:13][C:14]([O:17][CH2:18][CH:19]3[CH2:24][CH2:23][NH:22][CH2:21][CH2:20]3)=[N:15][CH:16]=2)=[CH:7][CH:6]=1)(=[O:4])=[O:3].[N:25]1[CH:30]=[CH:29][CH:28]=[CH:27][C:26]=1[C:31](O)=[O:32].